From a dataset of hERG Central: cardiac toxicity at 1µM, 10µM, and general inhibition. Predict hERG channel inhibition at various concentrations. (1) The molecule is COc1ccc(OC)c(NC(=O)CSc2ccc3nnc(-c4ccccn4)n3n2)c1. Results: hERG_inhib (hERG inhibition (general)): blocker. (2) The compound is COc1ccccc1-n1cnc2cc(C(=O)NC3CCCC3)ccc21. Results: hERG_inhib (hERG inhibition (general)): blocker. (3) The molecule is CCCCN(CCCC)CCNC(=O)c1cn(C)c2ccc(S(=O)(=O)N(C)C3CCCCC3)cc2c1=O. Results: hERG_inhib (hERG inhibition (general)): blocker. (4) The drug is COc1ccc(NC(=O)CN2C(=O)NC(c3ccccc3)(c3ccccc3)C2=O)cc1. Results: hERG_inhib (hERG inhibition (general)): blocker. (5) The compound is C=CCOC(=O)C(C#N)c1nc2ccccc2nc1N1CCN(Cc2ccccc2)CC1. Results: hERG_inhib (hERG inhibition (general)): blocker.